Dataset: Full USPTO retrosynthesis dataset with 1.9M reactions from patents (1976-2016). Task: Predict the reactants needed to synthesize the given product. (1) Given the product [Cl:1][C:2]1[CH:7]=[CH:6][CH:5]=[C:4]([OH:8])[C:3]=1[C:12](=[O:14])[CH3:13], predict the reactants needed to synthesize it. The reactants are: [Cl:1][C:2]1[CH:7]=[CH:6][CH:5]=[C:4]([O:8]COC)[C:3]=1[C:12](=[O:14])[CH3:13].Cl. (2) Given the product [CH3:29][C:10]1[CH:11]=[C:12]([S:15][CH2:16][C:17]#[C:18][C:19]2[CH:20]=[CH:21][C:22]([C:25]([F:27])([F:26])[F:28])=[CH:23][CH:24]=2)[CH:13]=[CH:14][C:9]=1[O:8][CH2:7][C:6]([OH:30])=[O:5], predict the reactants needed to synthesize it. The reactants are: C([O:5][C:6](=[O:30])[CH2:7][O:8][C:9]1[CH:14]=[CH:13][C:12]([S:15][CH2:16][C:17]#[C:18][C:19]2[CH:24]=[CH:23][C:22]([C:25]([F:28])([F:27])[F:26])=[CH:21][CH:20]=2)=[CH:11][C:10]=1[CH3:29])(C)(C)C.C(O)(C(F)(F)F)=O. (3) The reactants are: [Cl:1][C:2]1[CH:9]=[C:8]([C:10]2[N:14](C3CCCCO3)[N:13]=[CH:12][CH:11]=2)[CH:7]=[C:6]([F:21])[C:3]=1[C:4]#[N:5].Cl.CCO.C([O-])(O)=O.[Na+]. Given the product [Cl:1][C:2]1[CH:9]=[C:8]([C:10]2[NH:14][N:13]=[CH:12][CH:11]=2)[CH:7]=[C:6]([F:21])[C:3]=1[C:4]#[N:5], predict the reactants needed to synthesize it.